From a dataset of NCI-60 drug combinations with 297,098 pairs across 59 cell lines. Regression. Given two drug SMILES strings and cell line genomic features, predict the synergy score measuring deviation from expected non-interaction effect. (1) Drug 1: CC1C(C(CC(O1)OC2CC(CC3=C2C(=C4C(=C3O)C(=O)C5=C(C4=O)C(=CC=C5)OC)O)(C(=O)CO)O)N)O.Cl. Drug 2: C1=C(C(=O)NC(=O)N1)N(CCCl)CCCl. Cell line: KM12. Synergy scores: CSS=28.5, Synergy_ZIP=5.39, Synergy_Bliss=9.09, Synergy_Loewe=10.2, Synergy_HSA=10.2. (2) Drug 1: CN(C)N=NC1=C(NC=N1)C(=O)N. Drug 2: C1=NC2=C(N=C(N=C2N1C3C(C(C(O3)CO)O)O)F)N. Cell line: K-562. Synergy scores: CSS=9.61, Synergy_ZIP=-2.55, Synergy_Bliss=0.759, Synergy_Loewe=-0.118, Synergy_HSA=1.14. (3) Drug 1: CS(=O)(=O)C1=CC(=C(C=C1)C(=O)NC2=CC(=C(C=C2)Cl)C3=CC=CC=N3)Cl. Drug 2: CCC1=CC2CC(C3=C(CN(C2)C1)C4=CC=CC=C4N3)(C5=C(C=C6C(=C5)C78CCN9C7C(C=CC9)(C(C(C8N6C)(C(=O)OC)O)OC(=O)C)CC)OC)C(=O)OC.C(C(C(=O)O)O)(C(=O)O)O. Cell line: SK-MEL-28. Synergy scores: CSS=37.6, Synergy_ZIP=10.9, Synergy_Bliss=10.00, Synergy_Loewe=-32.7, Synergy_HSA=4.78. (4) Drug 1: CC1OCC2C(O1)C(C(C(O2)OC3C4COC(=O)C4C(C5=CC6=C(C=C35)OCO6)C7=CC(=C(C(=C7)OC)O)OC)O)O. Drug 2: C1=CC(=CC=C1CCCC(=O)O)N(CCCl)CCCl. Cell line: SF-539. Synergy scores: CSS=47.0, Synergy_ZIP=-3.93, Synergy_Bliss=-2.54, Synergy_Loewe=-6.19, Synergy_HSA=1.74. (5) Drug 1: COC1=NC(=NC2=C1N=CN2C3C(C(C(O3)CO)O)O)N. Drug 2: CC1C(C(CC(O1)OC2CC(CC3=C2C(=C4C(=C3O)C(=O)C5=CC=CC=C5C4=O)O)(C(=O)C)O)N)O. Cell line: SF-295. Synergy scores: CSS=39.0, Synergy_ZIP=0.144, Synergy_Bliss=-0.979, Synergy_Loewe=-16.1, Synergy_HSA=0.507. (6) Drug 1: CN1CCC(CC1)COC2=C(C=C3C(=C2)N=CN=C3NC4=C(C=C(C=C4)Br)F)OC. Drug 2: C1CCC(CC1)NC(=O)N(CCCl)N=O. Cell line: A549. Synergy scores: CSS=30.0, Synergy_ZIP=-2.26, Synergy_Bliss=6.03, Synergy_Loewe=2.49, Synergy_HSA=7.12.